This data is from Peptide-MHC class I binding affinity with 185,985 pairs from IEDB/IMGT. The task is: Regression. Given a peptide amino acid sequence and an MHC pseudo amino acid sequence, predict their binding affinity value. This is MHC class I binding data. (1) The peptide sequence is EWMLIAAKMK. The MHC is HLA-A11:01 with pseudo-sequence HLA-A11:01. The binding affinity (normalized) is 0.0672. (2) The peptide sequence is RRTPRVSWK. The MHC is HLA-A03:01 with pseudo-sequence HLA-A03:01. The binding affinity (normalized) is 0.0847. (3) The MHC is HLA-A33:01 with pseudo-sequence HLA-A33:01. The peptide sequence is RVTTELNIV. The binding affinity (normalized) is 0.294. (4) The peptide sequence is TLMAIDLGEL. The MHC is HLA-A02:03 with pseudo-sequence HLA-A02:03. The binding affinity (normalized) is 0.760. (5) The peptide sequence is LPVEYLQVP. The MHC is HLA-A29:02 with pseudo-sequence HLA-A29:02. The binding affinity (normalized) is 0. (6) The peptide sequence is VSSLHLSI. The MHC is H-2-Db with pseudo-sequence H-2-Db. The binding affinity (normalized) is 0. (7) The peptide sequence is FLQQRKPPL. The MHC is HLA-B39:01 with pseudo-sequence HLA-B39:01. The binding affinity (normalized) is 0.0847. (8) The peptide sequence is KRFNITVSK. The MHC is HLA-A30:01 with pseudo-sequence HLA-A30:01. The binding affinity (normalized) is 0.446. (9) The peptide sequence is TKDAERGKL. The MHC is HLA-B08:02 with pseudo-sequence HLA-B08:02. The binding affinity (normalized) is 0.0847. (10) The peptide sequence is AVYFKAKWL. The MHC is HLA-A02:01 with pseudo-sequence HLA-A02:01. The binding affinity (normalized) is 0.137.